This data is from Peptide-MHC class I binding affinity with 185,985 pairs from IEDB/IMGT. The task is: Regression. Given a peptide amino acid sequence and an MHC pseudo amino acid sequence, predict their binding affinity value. This is MHC class I binding data. The peptide sequence is GEDGNDIFL. The MHC is H-2-Db with pseudo-sequence H-2-Db. The binding affinity (normalized) is 0.